Predict which catalyst facilitates the given reaction. From a dataset of Catalyst prediction with 721,799 reactions and 888 catalyst types from USPTO. (1) Reactant: [C:1]([CH2:4][CH2:5][CH2:6][N:7]([CH3:67])[C@H:8]([C:12]([NH:14][C@H:15]([C:19]([N:21]([C@@H:23]([C@@H:63]([CH3:66])[CH2:64][CH3:65])[C@H:24]([O:61][CH3:62])[CH2:25][C:26]([N:28]1[CH2:32][CH2:31][CH2:30][C@H:29]1[C@H:33]([O:59][CH3:60])[C@@H:34]([CH3:58])[C:35](=[O:57])[NH:36][C@H:37]([CH2:45][CH2:46][C:47]1[CH:52]=[CH:51][C:50]([S:53]([OH:56])(=[O:55])=[O:54])=[CH:49][CH:48]=1)[CH2:38][C:39]1[CH:44]=[CH:43][CH:42]=[CH:41][CH:40]=1)=[O:27])[CH3:22])=[O:20])[CH:16]([CH3:18])[CH3:17])=[O:13])[CH:9]([CH3:11])[CH3:10])(O)=[O:2].FC(F)(F)C(O)=O.[O:75]=[C:76]1[CH:80]=[CH:79][C:78](=[O:81])[N:77]1[CH2:82][CH2:83][CH2:84][CH2:85][CH2:86][C:87]([NH:89][NH2:90])=[O:88].CN(C(ON1N=NC2C=CC=NC1=2)=[N+](C)C)C.F[P-](F)(F)(F)(F)F.CCN(C(C)C)C(C)C. Product: [O:81]=[C:78]1[CH:79]=[CH:80][C:76](=[O:75])[N:77]1[CH2:82][CH2:83][CH2:84][CH2:85][CH2:86][C:87]([NH:89][NH:90][C:1](=[O:2])[CH2:4][CH2:5][CH2:6][N:7]([CH3:67])[C@H:8]([C:12]([NH:14][C@H:15]([C:19]([N:21]([C@@H:23]([C@@H:63]([CH3:66])[CH2:64][CH3:65])[C@H:24]([O:61][CH3:62])[CH2:25][C:26]([N:28]1[CH2:32][CH2:31][CH2:30][C@H:29]1[C@H:33]([O:59][CH3:60])[C@@H:34]([CH3:58])[C:35](=[O:57])[NH:36][C@H:37]([CH2:45][CH2:46][C:47]1[CH:52]=[CH:51][C:50]([S:53]([OH:56])(=[O:54])=[O:55])=[CH:49][CH:48]=1)[CH2:38][C:39]1[CH:44]=[CH:43][CH:42]=[CH:41][CH:40]=1)=[O:27])[CH3:22])=[O:20])[CH:16]([CH3:17])[CH3:18])=[O:13])[CH:9]([CH3:11])[CH3:10])=[O:88]. The catalyst class is: 3. (2) Reactant: [S:1]1[CH2:7][C:5](=[O:6])[N:4]([CH2:8][C:9]([OH:11])=[O:10])[C:2]1=[S:3].[C:12]1([CH:18]([O:23][C:24]2[CH:25]=[C:26]([CH:29]=[CH:30][C:31]=2[O:32][CH2:33][CH2:34][C:35]2[CH:40]=[CH:39][CH:38]=[CH:37][CH:36]=2)[CH:27]=O)[C:19]([F:22])([F:21])[F:20])[CH:17]=[CH:16][CH:15]=[CH:14][CH:13]=1.C([O-])(=O)C.[Na+]. Product: [C:12]1([CH:18]([O:23][C:24]2[CH:25]=[C:26]([CH:27]=[C:7]3[S:1][C:2](=[S:3])[N:4]([CH2:8][C:9]([OH:11])=[O:10])[C:5]3=[O:6])[CH:29]=[CH:30][C:31]=2[O:32][CH2:33][CH2:34][C:35]2[CH:40]=[CH:39][CH:38]=[CH:37][CH:36]=2)[C:19]([F:22])([F:21])[F:20])[CH:17]=[CH:16][CH:15]=[CH:14][CH:13]=1. The catalyst class is: 342. (3) Product: [Br:18][C:15]1[CH:16]=[CH:17][C:12]([CH2:11][S:8]([CH2:7][CH2:6][N:19]2[CH2:23][CH2:22][CH2:21][CH2:20]2)(=[O:10])=[O:9])=[CH:13][CH:14]=1. Reactant: CS(O[CH2:6][CH2:7][S:8]([CH2:11][C:12]1[CH:17]=[CH:16][C:15]([Br:18])=[CH:14][CH:13]=1)(=[O:10])=[O:9])(=O)=O.[NH:19]1[CH2:23][CH2:22][CH2:21][CH2:20]1. The catalyst class is: 2.